From a dataset of Reaction yield outcomes from USPTO patents with 853,638 reactions. Predict the reaction yield, written as a fraction of the theoretical maximum amount of product (1.0 means a 100% yield; for example, 0.34 means a 34% yield). (1) The reactants are [CH3:1][N:2]([CH3:24])[S:3]([N:6]1[CH:10]=[CH:9][N:8]=[C:7]1[Sn](CCCC)(CCCC)CCCC)(=[O:5])=[O:4].C1(C)C(C([O:33][C@@H:34]2[C@@H:38]([CH2:39][O:40]C(C3C(C)=CC=CC=3)=O)[O:37][C@@H:36]([N:50]3[C:54]4=[N:55][CH:56]=[CH:57][C:58](I)=[C:53]4[CH:52]=[CH:51]3)[CH2:35]2)=O)=CC=CC=1.[Cl-].[Li+]. The catalyst is O1CCOCC1.C1C=CC([P]([Pd]([P](C2C=CC=CC=2)(C2C=CC=CC=2)C2C=CC=CC=2)([P](C2C=CC=CC=2)(C2C=CC=CC=2)C2C=CC=CC=2)[P](C2C=CC=CC=2)(C2C=CC=CC=2)C2C=CC=CC=2)(C2C=CC=CC=2)C2C=CC=CC=2)=CC=1. The product is [C@@H:36]1([N:50]2[C:54]3=[N:55][CH:56]=[CH:57][C:58]([C:7]4[N:6]([S:3]([N:2]([CH3:1])[CH3:24])(=[O:4])=[O:5])[CH:10]=[CH:9][N:8]=4)=[C:53]3[CH:52]=[CH:51]2)[O:37][C@H:38]([CH2:39][OH:40])[C@@H:34]([OH:33])[CH2:35]1. The yield is 0.540. (2) The reactants are I[C:2]1[CH:14]=[CH:13][C:5]2[C:6](=[O:12])[CH2:7][CH2:8][C:9](=[O:11])[NH:10][C:4]=2[CH:3]=1.[CH:15]1(B(O)O)[CH2:17][CH2:16]1.[O-]P([O-])([O-])=O.[K+].[K+].[K+].C1(P(C2CCCCC2)C2CCCCC2)CCCCC1. The catalyst is C1(C)C=CC=CC=1.O.CC([O-])=O.CC([O-])=O.[Pd+2].CCOC(C)=O. The yield is 0.230. The product is [CH:15]1([C:2]2[CH:14]=[CH:13][C:5]3[C:6](=[O:12])[CH2:7][CH2:8][C:9](=[O:11])[NH:10][C:4]=3[CH:3]=2)[CH2:17][CH2:16]1. (3) The reactants are [F:1][C:2]([F:18])([F:17])[C:3]1[CH:12]=[CH:11][C:10]2[NH:9][C:8](=S)[N:7]3[N:14]=[N:15][CH:16]=[C:6]3[C:5]=2[CH:4]=1.[CH3:19][N:20]1[CH2:25][CH2:24][NH:23][CH2:22][CH2:21]1.O1CCOCC1.OO. The catalyst is [O-]S([O-])=O.[Na+].[Na+]. The product is [CH3:19][N:20]1[CH2:25][CH2:24][N:23]([C:8]2[N:7]3[N:14]=[N:15][CH:16]=[C:6]3[C:5]3[CH:4]=[C:3]([C:2]([F:18])([F:17])[F:1])[CH:12]=[CH:11][C:10]=3[N:9]=2)[CH2:22][CH2:21]1. The yield is 0.400.